This data is from Reaction yield outcomes from USPTO patents with 853,638 reactions. The task is: Predict the reaction yield, written as a fraction of the theoretical maximum amount of product (1.0 means a 100% yield; for example, 0.34 means a 34% yield). (1) The reactants are COC([C:5]1[N:6]([CH2:22][CH2:23][F:24])[CH:7]=[C:8]([C:10](=O)[C:11]([C:13]2[CH:18]=[CH:17][C:16]([F:19])=[C:15]([Br:20])[CH:14]=2)=O)C=1)=O.Cl.[CH3:26][NH:27][C:28]([NH2:30])=[NH:29].[C:31]([O-:34])([O-])=[O:32].[Na+].[Na+].CCO[C:40](C)=[O:41].[CH3:43]O. The catalyst is O1CCOCC1.O.CO.CCOC(C)=O. The product is [CH3:43][O:34][C:31]([C:7]1[N:6]([CH2:22][CH2:23][F:24])[CH:5]=[C:10]([C:11]2([C:13]3[CH:18]=[CH:17][C:16]([F:19])=[C:15]([Br:20])[CH:14]=3)[C:40](=[O:41])[N:27]([CH3:26])[C:28]([NH2:30])=[N:29]2)[CH:8]=1)=[O:32]. The yield is 0.760. (2) The reactants are [OH:1][C:2]1([CH2:7][C:8](OC(C)(C)C)=[O:9])[CH2:6][CH2:5][CH2:4][CH2:3]1.[H-].[Al+3].[Li+].[H-].[H-].[H-]. The catalyst is C1COCC1. The product is [OH:9][CH2:8][CH2:7][C:2]1([OH:1])[CH2:6][CH2:5][CH2:4][CH2:3]1. The yield is 1.00. (3) The reactants are [Cl:1][C:2]1[CH:30]=[CH:29][C:5]([CH2:6][N:7]2[C:12](=[O:13])[C:11]([CH2:14]OS(C)(=O)=O)=[CH:10][C:9]([C:20]3[CH:25]=[CH:24][C:23]([O:26][CH3:27])=[C:22]([F:28])[CH:21]=3)=[N:8]2)=[CH:4][CH:3]=1.[CH3:31][NH:32][CH3:33]. No catalyst specified. The product is [Cl:1][C:2]1[CH:30]=[CH:29][C:5]([CH2:6][N:7]2[C:12](=[O:13])[C:11]([CH2:14][N:32]([CH3:33])[CH3:31])=[CH:10][C:9]([C:20]3[CH:25]=[CH:24][C:23]([O:26][CH3:27])=[C:22]([F:28])[CH:21]=3)=[N:8]2)=[CH:4][CH:3]=1. The yield is 0.747. (4) The reactants are [OH:1][C:2]1[CH:7]=[C:6]([CH3:8])[C:5]([C:9]2[C:14]([CH3:15])=[CH:13][CH:12]=[C:11]([C:16]([O:18][CH3:19])=[O:17])[CH:10]=2)=[C:4]([CH3:20])[CH:3]=1.[O:21]1[C:23]2([CH2:28][CH2:27][S:26][CH2:25][CH2:24]2)[CH2:22]1.C(=O)([O-])[O-].[K+].[K+]. The catalyst is CN(C)C=O.[Cl-].[Na+].O. The product is [OH:21][C:23]1([CH2:22][O:1][C:2]2[CH:7]=[C:6]([CH3:8])[C:5]([C:9]3[C:14]([CH3:15])=[CH:13][CH:12]=[C:11]([C:16]([O:18][CH3:19])=[O:17])[CH:10]=3)=[C:4]([CH3:20])[CH:3]=2)[CH2:28][CH2:27][S:26][CH2:25][CH2:24]1. The yield is 0.640. (5) The reactants are [C:1]([N:9]1[CH2:22][CH2:21][C:20]2[C:19]3[C:18](Br)=[CH:17][CH:16]=[CH:15][C:14]=3[NH:13][C:12]=2[CH2:11][CH2:10]1)(=[O:8])[C:2]1[CH:7]=[CH:6][CH:5]=[CH:4][CH:3]=1.CCN(CC)CC.[CH3:31][C:32]1([CH3:39])[C:36]([CH3:38])([CH3:37])[O:35][BH:34][O:33]1. The catalyst is Cl[Pd](Cl)([P](C1C=CC=CC=1)(C1C=CC=CC=1)C1C=CC=CC=1)[P](C1C=CC=CC=1)(C1C=CC=CC=1)C1C=CC=CC=1.O1CCOCC1. The product is [C:1]([N:9]1[CH2:22][CH2:21][C:20]2[C:19]3[C:18]([B:34]4[O:35][C:36]([CH3:38])([CH3:37])[C:32]([CH3:39])([CH3:31])[O:33]4)=[CH:17][CH:16]=[CH:15][C:14]=3[NH:13][C:12]=2[CH2:11][CH2:10]1)(=[O:8])[C:2]1[CH:7]=[CH:6][CH:5]=[CH:4][CH:3]=1. The yield is 0.690. (6) The reactants are C(OC(=O)[N:7]([CH2:47][CH3:48])[CH2:8][C:9]1[CH:10]=[N:11][CH:12]=[C:13]([C:16]2[CH:17]=[C:18]3[C:22](=[CH:23][CH:24]=2)[N:21](C2CCCCO2)[N:20]=[C:19]3[C:31]2[NH:32][C:33]([CH3:46])=[C:34]([C:36]3[CH:41]=[CH:40][CH:39]=[C:38]([C:42]([F:45])([F:44])[F:43])[CH:37]=3)[N:35]=2)[C:14]=1[CH3:15])(C)(C)C.CC1C=CC(S(O)(=O)=O)=CC=1.[OH-].[Na+]. The catalyst is CCO.C(O)(=O)C. The product is [CH2:47]([NH:7][CH2:8][C:9]1[CH:10]=[N:11][CH:12]=[C:13]([C:16]2[CH:17]=[C:18]3[C:22](=[CH:23][CH:24]=2)[NH:21][N:20]=[C:19]3[C:31]2[NH:32][C:33]([CH3:46])=[C:34]([C:36]3[CH:41]=[CH:40][CH:39]=[C:38]([C:42]([F:43])([F:45])[F:44])[CH:37]=3)[N:35]=2)[C:14]=1[CH3:15])[CH3:48]. The yield is 0.690.